From a dataset of Full USPTO retrosynthesis dataset with 1.9M reactions from patents (1976-2016). Predict the reactants needed to synthesize the given product. (1) Given the product [Cl:17][C:18]1[CH:28]=[CH:27][C:21]([O:22][CH2:23][C:24]([N:10]2[CH2:9][CH:8]3[CH2:14][CH2:13][CH:11]2[CH2:12][N:7]3[CH2:6][C:5]2[CH:15]=[CH:16][C:2]([F:1])=[CH:3][CH:4]=2)=[O:25])=[CH:20][CH:19]=1, predict the reactants needed to synthesize it. The reactants are: [F:1][C:2]1[CH:16]=[CH:15][C:5]([CH2:6][N:7]2[CH2:12][CH:11]3[CH2:13][CH2:14][CH:8]2[CH2:9][NH:10]3)=[CH:4][CH:3]=1.[Cl:17][C:18]1[CH:28]=[CH:27][C:21]([O:22][CH2:23][C:24](Cl)=[O:25])=[CH:20][CH:19]=1. (2) Given the product [NH2:18][C:19]1[N:20]=[CH:21][C:22]([C:26]([O:28][CH3:29])=[O:27])=[N:23][C:24]=1[C:40]1[CH:41]=[CH:42][C:43]([Cl:44])=[C:38]([O:37][CH2:30][C:31]2[CH:36]=[CH:35][CH:34]=[CH:33][CH:32]=2)[CH:39]=1, predict the reactants needed to synthesize it. The reactants are: C1(P(CCCC)C2C=CC=CC=2)C=CC=CC=1.[NH2:18][C:19]1[N:20]=[CH:21][C:22]([C:26]([O:28][CH3:29])=[O:27])=[N:23][C:24]=1Br.[CH2:30]([O:37][C:38]1[CH:39]=[C:40](B(O)O)[CH:41]=[CH:42][C:43]=1[Cl:44])[C:31]1[CH:36]=[CH:35][CH:34]=[CH:33][CH:32]=1.C(=O)([O-])[O-].[Na+].[Na+]. (3) Given the product [Cl:18][CH2:17][CH2:16][CH2:15][CH2:14][N:1]1[C:9]2[CH2:8][CH2:7][CH2:6][C:5](=[O:10])[C:4]=2[CH:3]=[CH:2]1, predict the reactants needed to synthesize it. The reactants are: [NH:1]1[C:9]2[CH2:8][CH2:7][CH2:6][C:5](=[O:10])[C:4]=2[CH:3]=[CH:2]1.[OH-].[Na+].Br[CH2:14][CH2:15][CH2:16][CH2:17][Cl:18].C(OCC)(=O)C.ClCCl. (4) Given the product [Br:18][C:19]1[CH:20]=[CH:21][C:22]2[O:31][C:30]3[C:29](=[O:32])[NH:28][C:27]([CH2:33][N:7]4[CH2:8][CH:4]([OH:3])[CH2:5][C:6]4=[O:9])=[N:26][C:25]=3[C:23]=2[CH:24]=1, predict the reactants needed to synthesize it. The reactants are: C[Si](C)(C)[O:3][CH:4]1[CH2:8][NH:7][C:6](=[O:9])[CH2:5]1.CC(C)([O-])C.[Li+].[Br:18][C:19]1[CH:20]=[CH:21][C:22]2[O:31][C:30]3[C:29](=[O:32])[NH:28][C:27]([CH:33]4CCCN4)=[N:26][C:25]=3[C:23]=2[CH:24]=1.Cl.